Dataset: Full USPTO retrosynthesis dataset with 1.9M reactions from patents (1976-2016). Task: Predict the reactants needed to synthesize the given product. (1) Given the product [NH2:25][CH2:24][CH2:23][C:22]1[CH:21]=[CH:20][C:19]([OH:28])=[CH:18][C:17]=1[Cl:16], predict the reactants needed to synthesize it. The reactants are: [H-].[Al+3].[Li+].[H-].[H-].[H-].CCOCC.[Cl-].[Cl-].[Cl-].[Al+3].[Cl:16][C:17]1[CH:18]=[C:19]([OH:28])[CH:20]=[CH:21][C:22]=1[CH:23]=[CH:24][N+:25]([O-])=O. (2) Given the product [C:1]([O:5][C:6]([N:8]1[CH2:9][CH2:10][C:11]2[N:17]=[C:16]([I:25])[NH:15][C:12]=2[CH2:13][CH2:14]1)=[O:7])([CH3:4])([CH3:2])[CH3:3], predict the reactants needed to synthesize it. The reactants are: [C:1]([O:5][C:6]([N:8]1[CH2:14][CH2:13][C:12]2[N:15]=[CH:16][NH:17][C:11]=2[CH2:10][CH2:9]1)=[O:7])([CH3:4])([CH3:3])[CH3:2].C1C(=O)N([I:25])C(=O)C1. (3) Given the product [Cl:17][C:18]1[CH:19]=[C:20]([O:25][C:26]2[C:41]([F:42])=[CH:40][C:29]([C:30]([NH:5][S:2]([CH3:1])(=[O:4])=[O:3])=[O:31])=[C:28]([F:43])[CH:27]=2)[CH:21]=[N:22][C:23]=1[F:24], predict the reactants needed to synthesize it. The reactants are: [CH3:1][S:2]([NH2:5])(=[O:4])=[O:3].C1CCN2C(=NCCC2)CC1.[Cl:17][C:18]1[CH:19]=[C:20]([O:25][C:26]2[C:41]([F:42])=[CH:40][C:29]([C:30](OC3C=CC(C)=CC=3)=[O:31])=[C:28]([F:43])[CH:27]=2)[CH:21]=[N:22][C:23]=1[F:24].